This data is from Full USPTO retrosynthesis dataset with 1.9M reactions from patents (1976-2016). The task is: Predict the reactants needed to synthesize the given product. Given the product [CH3:1][O:2][C:3]1[CH:10]=[CH:9][C:6](/[CH:7]=[N:11]/[CH:12]([CH3:15])[CH2:13][OH:14])=[CH:5][CH:4]=1, predict the reactants needed to synthesize it. The reactants are: [CH3:1][O:2][C:3]1[CH:10]=[CH:9][C:6]([CH:7]=O)=[CH:5][CH:4]=1.[NH2:11][CH:12]([CH3:15])[CH2:13][OH:14].CC1C=CC(S(O)(=O)=O)=CC=1.